From a dataset of Catalyst prediction with 721,799 reactions and 888 catalyst types from USPTO. Predict which catalyst facilitates the given reaction. (1) Reactant: [OH:1][C:2]1[CH:7]=[CH:6][CH:5]=[CH:4][C:3]=1[C:8](=[O:17])[CH2:9][C:10]([O:12][C:13]([CH3:16])([CH3:15])[CH3:14])=[O:11].[Br:18][C:19]1[CH:26]=[CH:25][C:22]([CH:23]=O)=[CH:21][CH:20]=1.N1CCCCC1.C(O)(=O)C. Product: [Br:18][C:19]1[CH:26]=[CH:25][C:22](/[CH:23]=[C:9](\[C:8]([C:3]2[CH:4]=[CH:5][CH:6]=[CH:7][C:2]=2[OH:1])=[O:17])/[C:10]([O:12][C:13]([CH3:14])([CH3:16])[CH3:15])=[O:11])=[CH:21][CH:20]=1. The catalyst class is: 48. (2) Reactant: [CH:1]([C:4]1[CH:9]=[CH:8][CH:7]=[CH:6][C:5]=1[N:10]=[C:11]1[N:16]=[CH:15][C:14]([CH3:18])([CH3:17])[CH2:13][S:12]1)([CH3:3])[CH3:2].[H-].[Na+].[CH2:21](I)[CH3:22].O. Product: [CH2:21]([N:16]1[CH2:15][C:14]([CH3:18])([CH3:17])[CH2:13][S:12][C:11]1=[N:10][C:5]1[CH:6]=[CH:7][CH:8]=[CH:9][C:4]=1[CH:1]([CH3:3])[CH3:2])[CH3:22]. The catalyst class is: 9. (3) Reactant: [CH2:1]([C@@:5]1([C:21]([O:23]C(C)(C)C)=[O:22])[CH2:9][C@H:8]([C:10]2[N:14]=[C:13]([CH3:15])[S:12][N:11]=2)[C@H:7]([C:16]2[S:17][CH:18]=[CH:19][N:20]=2)[NH:6]1)[CH:2]([CH3:4])[CH3:3].[C:28]([C:32]1[CH:40]=[CH:39][C:35](C(Cl)=O)=[CH:34][CH:33]=1)([CH3:31])([CH3:30])[CH3:29].FC(F)(F)[C:43](O)=[O:44]. Product: [C:28]([C:32]1[C:33]([C:43]([N:6]2[C@@H:7]([C:16]3[S:17][CH:18]=[CH:19][N:20]=3)[C@@H:8]([C:10]3[N:14]=[C:13]([CH3:15])[S:12][N:11]=3)[CH2:9][C@@:5]2([CH2:1][CH:2]([CH3:4])[CH3:3])[C:21]([OH:23])=[O:22])=[O:44])=[CH:34][CH:35]=[CH:39][CH:40]=1)([CH3:29])([CH3:30])[CH3:31]. The catalyst class is: 27. (4) Reactant: [C:1]([O:10]C)(=O)[C:2]1[C:3](=[CH:5][CH:6]=[CH:7][CH:8]=1)[SH:4].[C:12]([C:14]1[CH:19]=[C:18]([C:20]2[CH:25]=[CH:24][CH:23]=[CH:22][CH:21]=2)[CH:17]=[CH:16][N:15]=1)#[N:13].C(N(CC)CC)C. Product: [C:20]1([C:18]2[CH:17]=[CH:16][N:15]=[C:14]([C:12]3[S:4][C:3]4[CH:5]=[CH:6][CH:7]=[CH:8][C:2]=4[C:1](=[O:10])[N:13]=3)[CH:19]=2)[CH:21]=[CH:22][CH:23]=[CH:24][CH:25]=1. The catalyst class is: 11. (5) Reactant: [OH:1][CH2:2][CH2:3][C:4]1[CH:9]=[CH:8][CH:7]=[CH:6][C:5]=1[C:10]#[C:11][C:12]1[CH:17]=[CH:16][C:15]([CH2:18][CH2:19][C:20]([O:22][CH3:23])=[O:21])=[CH:14][CH:13]=1.[C:24]1([CH3:34])[CH:29]=[CH:28][C:27]([S:30](Cl)(=[O:32])=[O:31])=[CH:26][CH:25]=1.CCN(CC)CC.Cl. Product: [S:30]([O:1][CH2:2][CH2:3][C:4]1[CH:9]=[CH:8][CH:7]=[CH:6][C:5]=1[C:10]#[C:11][C:12]1[CH:13]=[CH:14][C:15]([CH2:18][CH2:19][C:20]([O:22][CH3:23])=[O:21])=[CH:16][CH:17]=1)([C:27]1[CH:28]=[CH:29][C:24]([CH3:34])=[CH:25][CH:26]=1)(=[O:32])=[O:31]. The catalyst class is: 781.